From a dataset of Forward reaction prediction with 1.9M reactions from USPTO patents (1976-2016). Predict the product of the given reaction. (1) Given the reactants [O:1]1[C:6]2[CH:7]=[CH:8][C:9]([OH:11])=[CH:10][C:5]=2[O:4][CH2:3][CH2:2]1.BrC1C=C(O)C=CC=1.[Br:20][C:21]1[CH:29]=[CH:28][CH:27]=[C:26]2[C:22]=1[C:23](=[O:44])[C:24](=[O:43])[N:25]2[CH:30]([C:37]1[CH:42]=[CH:41][CH:40]=[CH:39][CH:38]=1)[C:31]1[CH:36]=[CH:35][CH:34]=[CH:33][CH:32]=1.FC(F)(F)C1OC(CN2C3C(=CC=CC=3)C(=O)C2=O)=CC=1, predict the reaction product. The product is: [Br:20][C:21]1[CH:29]=[CH:28][CH:27]=[C:26]2[C:22]=1[C:23]([OH:44])([C:8]1[C:9]([OH:11])=[CH:10][C:5]3[O:4][CH2:3][CH2:2][O:1][C:6]=3[CH:7]=1)[C:24](=[O:43])[N:25]2[CH:30]([C:31]1[CH:32]=[CH:33][CH:34]=[CH:35][CH:36]=1)[C:37]1[CH:42]=[CH:41][CH:40]=[CH:39][CH:38]=1. (2) Given the reactants [C:1](=[N:5][C:6]1[C:11]([CH2:12][CH3:13])=[CH:10][C:9]([CH2:14][C:15]2[CH:20]=[C:19]([CH2:21][CH3:22])[C:18]([N:23]=[C:24]([CH2:26][CH3:27])[CH3:25])=[C:17]([CH2:28][CH3:29])[CH:16]=2)=[CH:8][C:7]=1[CH2:30][CH3:31])([CH2:3][CH3:4])[CH3:2], predict the reaction product. The product is: [CH:24]([NH:23][C:18]1[C:17]([CH2:28][CH3:29])=[CH:16][C:15]([CH2:14][C:9]2[CH:8]=[C:7]([CH2:30][CH3:31])[C:6]([NH:5][CH:1]([CH2:3][CH3:4])[CH3:2])=[C:11]([CH2:12][CH3:13])[CH:10]=2)=[CH:20][C:19]=1[CH2:21][CH3:22])([CH2:26][CH3:27])[CH3:25]. (3) The product is: [C:1]1([C:7]2[N:8]=[N:9][C:10]([N:13]3[CH2:18][CH2:17][N:16]([C:23]([C:22]4[CH:26]=[CH:27][CH:28]=[CH:29][C:21]=4[C:20]([F:19])([F:30])[F:31])=[O:24])[CH2:15][CH2:14]3)=[CH:11][CH:12]=2)[CH:2]=[CH:3][CH:4]=[CH:5][CH:6]=1. Given the reactants [C:1]1([C:7]2[N:8]=[N:9][C:10]([N:13]3[CH2:18][CH2:17][NH:16][CH2:15][CH2:14]3)=[CH:11][CH:12]=2)[CH:6]=[CH:5][CH:4]=[CH:3][CH:2]=1.[F:19][C:20]([F:31])([F:30])[C:21]1[CH:29]=[CH:28][CH:27]=[CH:26][C:22]=1[C:23](Cl)=[O:24], predict the reaction product. (4) Given the reactants [CH2:1]([C:3]([C:21]1[CH:26]=[CH:25][C:24]([OH:27])=[C:23]([CH3:28])[CH:22]=1)([C:6]1[CH:11]=[CH:10][C:9]([C:12]#[C:13][C:14]([CH2:18][CH3:19])([OH:17])[CH2:15][CH3:16])=[C:8]([CH3:20])[CH:7]=1)[CH2:4][CH3:5])[CH3:2].C([O-])([O-])=O.[K+].[K+].[CH3:35][C:36]1([CH3:54])[O:41][CH2:40][CH:39]([CH2:42]OS(C2C=CC(C)=CC=2)(=O)=O)[CH2:38][O:37]1.[NH4+].[Cl-], predict the reaction product. The product is: [CH3:35][C:36]1([CH3:54])[O:41][CH2:40][CH:39]([CH2:42][O:27][C:24]2[CH:25]=[CH:26][C:21]([C:3]([C:6]3[CH:11]=[CH:10][C:9]([C:12]#[C:13][C:14]([CH2:15][CH3:16])([OH:17])[CH2:18][CH3:19])=[C:8]([CH3:20])[CH:7]=3)([CH2:4][CH3:5])[CH2:1][CH3:2])=[CH:22][C:23]=2[CH3:28])[CH2:38][O:37]1. (5) Given the reactants [CH2:1]1[CH2:10][C:8](=[O:9])[C:4]2[CH:5]=[CH:6][S:7][C:3]=2[CH2:2]1.[N+:11]([O-])([OH:13])=[O:12], predict the reaction product. The product is: [N+:11]([C:6]1[S:7][C:3]2[CH2:2][CH2:1][CH2:10][C:8](=[O:9])[C:4]=2[CH:5]=1)([O-:13])=[O:12]. (6) Given the reactants [CH:1]([N:4]1[C:9]([CH3:10])=[CH:8][CH:7]=[C:6]([C:11]([O:13][CH2:14][CH3:15])=[O:12])[C:5]1=[O:16])([CH3:3])[CH3:2].[F:17][B-](F)(F)F.F[B-](F)(F)F.ClC[N+]12CC[N+](F)(CC1)CC2, predict the reaction product. The product is: [F:17][C:8]1[CH:7]=[C:6]([C:11]([O:13][CH2:14][CH3:15])=[O:12])[C:5](=[O:16])[N:4]([CH:1]([CH3:2])[CH3:3])[C:9]=1[CH3:10]. (7) The product is: [Cl:1][C:2]1[CH:21]=[CH:20][C:5]([CH2:6][NH:7][C:8]2[N:19]=[CH:18][CH:17]=[CH:16][C:9]=2[C:10]([NH:12][CH2:13][C:14]2[N:24]=[N:23][N:22]([CH2:25][C:26]3[CH:31]=[CH:30][CH:29]=[C:28]([O:32][C:33]4[CH:38]=[CH:37][CH:36]=[CH:35][CH:34]=4)[CH:27]=3)[CH:15]=2)=[O:11])=[CH:4][CH:3]=1. Given the reactants [Cl:1][C:2]1[CH:21]=[CH:20][C:5]([CH2:6][NH:7][C:8]2[N:19]=[CH:18][CH:17]=[CH:16][C:9]=2[C:10]([NH:12][CH2:13][C:14]#[CH:15])=[O:11])=[CH:4][CH:3]=1.[N:22]([CH2:25][C:26]1[CH:31]=[CH:30][CH:29]=[C:28]([O:32][C:33]2[CH:38]=[CH:37][CH:36]=[CH:35][CH:34]=2)[CH:27]=1)=[N+:23]=[N-:24].O.O=C1O[C@H]([C@H](CO)O)C([O-])=C1O.[Na+], predict the reaction product.